This data is from Forward reaction prediction with 1.9M reactions from USPTO patents (1976-2016). The task is: Predict the product of the given reaction. (1) Given the reactants [C:1]([O:5][C:6](=[O:30])[N:7]([CH:9]([C:11](=[O:29])[NH:12][C:13]1[CH:18]=[CH:17][C:16]([NH2:19])=[C:15]([NH:20][CH2:21][C:22]2[CH:27]=[CH:26][C:25]([Cl:28])=[CH:24][CH:23]=2)[N:14]=1)[CH3:10])[CH3:8])([CH3:4])([CH3:3])[CH3:2].C1C[O:34][CH2:33]C1, predict the reaction product. The product is: [C:1]([O:5][C:6](=[O:30])[N:7]([CH:9]([C:11](=[O:29])[NH:12][C:13]1[N:14]=[C:15]2[N:20]([CH2:21][C:22]3[CH:23]=[CH:24][C:25]([Cl:28])=[CH:26][CH:27]=3)[C:33](=[O:34])[NH:19][C:16]2=[CH:17][CH:18]=1)[CH3:10])[CH3:8])([CH3:2])([CH3:3])[CH3:4]. (2) Given the reactants F[C:2]1[C:7]([I:8])=[CH:6][CH:5]=[CH:4][N:3]=1.[NH2:9][CH2:10][CH:11]1[CH2:16][CH2:15][O:14][CH2:13][CH2:12]1, predict the reaction product. The product is: [I:8][C:7]1[C:2]([NH:9][CH2:10][CH:11]2[CH2:16][CH2:15][O:14][CH2:13][CH2:12]2)=[N:3][CH:4]=[CH:5][CH:6]=1. (3) Given the reactants [OH-].[Na+].[CH:3]1([C:7]2[C:33]([CH:34]3[CH2:36][CH2:35]3)=[CH:32][C:10]([CH2:11][N:12]3[CH2:15][C:14]4([CH2:19][C:18]([N:20]5[CH2:25][CH2:24][C:23]([CH3:31])([C:26]([O:28]CC)=[O:27])[CH2:22][CH2:21]5)=[N:17][O:16]4)[CH2:13]3)=[C:9]([O:37][CH2:38][CH3:39])[CH:8]=2)[CH2:6][CH2:5][CH2:4]1.Cl, predict the reaction product. The product is: [CH:3]1([C:7]2[C:33]([CH:34]3[CH2:36][CH2:35]3)=[CH:32][C:10]([CH2:11][N:12]3[CH2:15][C:14]4([CH2:19][C:18]([N:20]5[CH2:21][CH2:22][C:23]([CH3:31])([C:26]([OH:28])=[O:27])[CH2:24][CH2:25]5)=[N:17][O:16]4)[CH2:13]3)=[C:9]([O:37][CH2:38][CH3:39])[CH:8]=2)[CH2:4][CH2:5][CH2:6]1. (4) Given the reactants [N:1]1[CH:6]=[CH:5][CH:4]=[C:3]([NH2:7])[C:2]=1[NH2:8].[C:9](=S)=[S:10], predict the reaction product. The product is: [NH:7]1[C:3]2[C:2](=[N:1][CH:6]=[CH:5][CH:4]=2)[N:8]=[C:9]1[SH:10]. (5) Given the reactants [OH:1][C:2]1[CH:9]=[CH:8][CH:7]=[C:6]([OH:10])[C:3]=1[CH:4]=[O:5].C(OCC)(OCC)[O:12][CH2:13][CH3:14].C(O)CO, predict the reaction product. The product is: [O:5]1[CH2:14][CH2:13][O:12][CH:4]1[C:3]1[C:2]([OH:1])=[CH:9][CH:8]=[CH:7][C:6]=1[OH:10]. (6) Given the reactants Br[C:2]1[CH:7]=[CH:6][N:5]=[CH:4][C:3]=1[CH3:8].[C:9]([O:13][C:14](=[O:37])[NH:15][C:16]([C:18]1[S:19][C:20]([S:35][CH3:36])=[C:21]([S:23]([C:26]2[CH:31]=[CH:30][C:29](O)=[C:28](B)[C:27]=2O)(=[O:25])=[O:24])[CH:22]=1)=[NH:17])([CH3:12])([CH3:11])[CH3:10].C(O)C.C1(C)C=CC=CC=1, predict the reaction product. The product is: [C:9]([O:13][C:14](=[O:37])[NH:15][C:16](=[NH:17])[C:18]1[S:19][C:20]([S:35][CH3:36])=[C:21]([S:23]([C:26]2[CH:27]=[CH:28][CH:29]=[C:30]([C:2]3[CH:7]=[CH:6][N:5]=[CH:4][C:3]=3[CH3:8])[CH:31]=2)(=[O:25])=[O:24])[CH:22]=1)([CH3:12])([CH3:10])[CH3:11].